From a dataset of TCR-epitope binding with 47,182 pairs between 192 epitopes and 23,139 TCRs. Binary Classification. Given a T-cell receptor sequence (or CDR3 region) and an epitope sequence, predict whether binding occurs between them. (1) The epitope is DPFRLLQNSQVFS. The TCR CDR3 sequence is CASSKGIAGGPSDTQYF. Result: 0 (the TCR does not bind to the epitope). (2) The epitope is TLIGDCATV. The TCR CDR3 sequence is CASRTSGTLYEQYF. Result: 1 (the TCR binds to the epitope). (3) The epitope is VLWAHGFEL. The TCR CDR3 sequence is CASSLGLSGGAGQYF. Result: 1 (the TCR binds to the epitope). (4) The epitope is RQLLFVVEV. The TCR CDR3 sequence is CASSFIFYEQYF. Result: 1 (the TCR binds to the epitope). (5) The epitope is QVPLRPMTYK. The TCR CDR3 sequence is CASSAQPKSYEQYF. Result: 0 (the TCR does not bind to the epitope). (6) The epitope is TLDSKTQSL. The TCR CDR3 sequence is CASSSGLRERFTGELFF. Result: 1 (the TCR binds to the epitope).